This data is from Reaction yield outcomes from USPTO patents with 853,638 reactions. The task is: Predict the reaction yield, written as a fraction of the theoretical maximum amount of product (1.0 means a 100% yield; for example, 0.34 means a 34% yield). (1) The reactants are [Br:1][C:2]1[CH:3]=[C:4]([S:9]([NH2:12])(=[O:11])=[O:10])[CH:5]=[CH:6][C:7]=1F.[F:13][C:14]1[CH:19]=[C:18]([F:20])[CH:17]=[CH:16][C:15]=1[OH:21].C(=O)([O-])[O-].[Cs+].[Cs+].O. The catalyst is CS(C)=O. The product is [Br:1][C:2]1[CH:3]=[C:4]([S:9]([NH2:12])(=[O:11])=[O:10])[CH:5]=[CH:6][C:7]=1[O:21][C:15]1[CH:16]=[CH:17][C:18]([F:20])=[CH:19][C:14]=1[F:13]. The yield is 0.580. (2) The reactants are [NH2:1][C:2]1[CH:7]=[CH:6][CH:5]=[CH:4][C:3]=1[C:8]1[NH:9][C:10]2[C:15]([CH:16]=1)=[CH:14][CH:13]=[CH:12][CH:11]=2.[OH:17][C:18]1[CH:23]=[CH:22][C:21]([CH2:24][C:25](O)=[O:26])=[CH:20][CH:19]=1.Cl.CN(CCCN=C=NCC)C. The catalyst is C(#N)C. The product is [OH:17][C:18]1[CH:23]=[CH:22][C:21]([CH2:24][C:25]([NH:1][C:2]2[CH:7]=[CH:6][CH:5]=[CH:4][C:3]=2[C:8]2[NH:9][C:10]3[C:15]([CH:16]=2)=[CH:14][CH:13]=[CH:12][CH:11]=3)=[O:26])=[CH:20][CH:19]=1. The yield is 0.750. (3) The reactants are P(O[C:3]1[CH:8]=[CH:7][CH:6]=[CH:5][CH:4]=1)(O[C:3]1[CH:8]=[CH:7][CH:6]=[CH:5][CH:4]=1)O[C:3]1[CH:8]=[CH:7][CH:6]=[CH:5][CH:4]=1.[OH:23][C:24]1[CH:32]=[C:31]([O:33][CH3:34])[C:30]([O:35][CH3:36])=[CH:29][C:25]=1[C:26]([OH:28])=[O:27].OS(O)(=O)=O.CO. The catalyst is C1(C)C=CC=CC=1.O. The product is [OH:23][C:24]1[CH:32]=[C:31]([O:33][CH3:34])[C:30]([O:35][CH3:36])=[CH:29][C:25]=1[C:26]([O:28][C:3]1[CH:8]=[CH:7][CH:6]=[CH:5][CH:4]=1)=[O:27]. The yield is 0.960. (4) The reactants are CN(C)C(C1C=CC(N[C:12]2[C:13]3[C:20]([F:21])=[CH:19][N:18]([CH:22]4[CH2:27][CH2:26][N:25]([C:28]([O:30][C:31]([CH3:34])([CH3:33])[CH3:32])=[O:29])[CH2:24][CH2:23]4)[C:14]=3[N:15]=[CH:16][N:17]=2)=C(F)C=1)=O.[Cl:37][C:38]1[CH:45]=[C:44]([S:46]([CH3:49])(=[O:48])=[O:47])[CH:43]=[CH:42][C:39]=1[CH:40]=[O:41].[I-].C[N+]1(C)CCN=C1.[H-].[Na+].[Cl-].[NH4+]. The catalyst is O1CCOCC1. The product is [Cl:37][C:38]1[CH:45]=[C:44]([S:46]([CH3:49])(=[O:48])=[O:47])[CH:43]=[CH:42][C:39]=1[C:40]([C:12]1[C:13]2[C:20]([F:21])=[CH:19][N:18]([CH:22]3[CH2:23][CH2:24][N:25]([C:28]([O:30][C:31]([CH3:34])([CH3:33])[CH3:32])=[O:29])[CH2:26][CH2:27]3)[C:14]=2[N:15]=[CH:16][N:17]=1)=[O:41]. The yield is 0.0700.